This data is from Tyrosyl-DNA phosphodiesterase HTS with 341,365 compounds. The task is: Binary Classification. Given a drug SMILES string, predict its activity (active/inactive) in a high-throughput screening assay against a specified biological target. (1) The molecule is S(=O)(=O)(N1CCN(C(=O)CN2C(=O)C3(NC2=O)CCCC3)CC1)c1ccc(OCC)cc1. The result is 0 (inactive). (2) The drug is S(=O)(=O)(N1CCOCC1)c1cc(CC(=O)Nc2cc(ccc2)C(=O)C)ccc1OC. The result is 0 (inactive).